Dataset: Peptide-MHC class I binding affinity with 185,985 pairs from IEDB/IMGT. Task: Regression. Given a peptide amino acid sequence and an MHC pseudo amino acid sequence, predict their binding affinity value. This is MHC class I binding data. (1) The peptide sequence is ETVWPFFYA. The MHC is HLA-A30:02 with pseudo-sequence HLA-A30:02. The binding affinity (normalized) is 0.213. (2) The peptide sequence is LNGRKRSTI. The MHC is HLA-B08:01 with pseudo-sequence HLA-B08:01. The binding affinity (normalized) is 0.546. (3) The peptide sequence is LMTAISQGI. The MHC is HLA-A02:03 with pseudo-sequence HLA-A02:03. The binding affinity (normalized) is 0.881. (4) The peptide sequence is ALLATSIFK. The MHC is HLA-A30:01 with pseudo-sequence HLA-A30:01. The binding affinity (normalized) is 0.418. (5) The peptide sequence is SYQFSENEI. The MHC is H-2-Kd with pseudo-sequence H-2-Kd. The binding affinity (normalized) is 0.946.